From a dataset of Forward reaction prediction with 1.9M reactions from USPTO patents (1976-2016). Predict the product of the given reaction. (1) The product is: [C:22]([O:26][C:27]([NH:29][C:30]1[S:38][C:37]2[C:32](=[N:33][CH:34]=[C:35]([CH2:39][O:40][CH3:41])[CH:36]=2)[C:31]=1[C:42]([NH:1][C:2]1[CH:3]=[N:4][CH:5]=[CH:6][C:7]=1[N:8]1[CH2:13][CH2:12][CH2:11][C@H:10]([NH:14][C:15](=[O:21])[O:16][C:17]([CH3:18])([CH3:20])[CH3:19])[CH2:9]1)=[O:43])=[O:28])([CH3:25])([CH3:23])[CH3:24]. Given the reactants [NH2:1][C:2]1[CH:3]=[N:4][CH:5]=[CH:6][C:7]=1[N:8]1[CH2:13][CH2:12][CH2:11][C@H:10]([NH:14][C:15](=[O:21])[O:16][C:17]([CH3:20])([CH3:19])[CH3:18])[CH2:9]1.[C:22]([O:26][C:27]([NH:29][C:30]1[S:38][C:37]2[C:32](=[N:33][CH:34]=[C:35]([CH2:39][O:40][CH3:41])[CH:36]=2)[C:31]=1[C:42](O)=[O:43])=[O:28])([CH3:25])([CH3:24])[CH3:23].CN(C(ON1N=NC2C=CC=NC1=2)=[N+](C)C)C.F[P-](F)(F)(F)(F)F.CCN(C(C)C)C(C)C, predict the reaction product. (2) Given the reactants Br[C:2]1[CH:11]=[CH:10][CH:9]=[C:8]([Cl:12])[C:3]=1[C:4]([O:6][CH3:7])=[O:5].[Br-].[CH:14]1([Zn+])[CH2:17][CH2:16][CH2:15]1.C1C=CC(P(C2C=CC=CC=2)C2C=CC=CC=2)=CC=1, predict the reaction product. The product is: [Cl:12][C:8]1[CH:9]=[CH:10][CH:11]=[C:2]([CH:14]2[CH2:17][CH2:16][CH2:15]2)[C:3]=1[C:4]([O:6][CH3:7])=[O:5]. (3) Given the reactants [F:1][C:2]([F:33])([F:32])[C:3]1[CH:4]=[C:5]([CH:13]=[CH:14][C:15]([NH:17][C@H:18]([C:28]([O:30]C)=[O:29])[CH2:19][C:20]2[CH:25]=[CH:24][C:23]([O:26][CH3:27])=[CH:22][CH:21]=2)=[O:16])[CH:6]=[C:7]([C:9]([F:12])([F:11])[F:10])[CH:8]=1.[OH-].[Na+], predict the reaction product. The product is: [F:1][C:2]([F:32])([F:33])[C:3]1[CH:4]=[C:5]([CH:13]=[CH:14][C:15]([NH:17][C@H:18]([C:28]([OH:30])=[O:29])[CH2:19][C:20]2[CH:25]=[CH:24][C:23]([O:26][CH3:27])=[CH:22][CH:21]=2)=[O:16])[CH:6]=[C:7]([C:9]([F:10])([F:11])[F:12])[CH:8]=1. (4) Given the reactants Cl[C:2]1[C:7]([C:8]2[CH:9]=[CH:10][C:11]3[N:12]=[CH:13][N:14]=[C:15]([O:18][CH3:19])[C:16]=3[N:17]=2)=[CH:6][CH:5]=[CH:4][N:3]=1.[Cl:20][C:21]1[CH:22]=[C:23](B(O)O)[CH:24]=[CH:25][C:26]=1[F:27].[F-].[K+].[H+].[B-](F)(F)(F)F, predict the reaction product. The product is: [Cl:20][C:21]1[CH:22]=[C:23]([C:2]2[C:7]([C:8]3[CH:9]=[CH:10][C:11]4[N:12]=[CH:13][N:14]=[C:15]([O:18][CH3:19])[C:16]=4[N:17]=3)=[CH:6][CH:5]=[CH:4][N:3]=2)[CH:24]=[CH:25][C:26]=1[F:27]. (5) Given the reactants [C:1]([N:4]1[CH2:10][C:9]2[CH:11]=[CH:12][C:13]([C:15](OC)=[O:16])=[CH:14][C:8]=2[O:7][CH2:6][C@H:5]1[CH:19]([CH3:21])[CH3:20])(=[O:3])[CH3:2].[OH-:22].[Na+].[NH2:24]O, predict the reaction product. The product is: [C:1]([N:4]1[CH2:10][C:9]2[CH:11]=[CH:12][C:13]([C:15]([NH:24][OH:22])=[O:16])=[CH:14][C:8]=2[O:7][CH2:6][C@H:5]1[CH:19]([CH3:21])[CH3:20])(=[O:3])[CH3:2]. (6) The product is: [C:22]([NH:26][C:27]([NH:21][C:19]1[N:20]=[C:15]([NH:14][C@H:5]2[C:6]3[C:11](=[CH:10][CH:9]=[C:8]([CH3:13])[CH:7]=3)[CH2:12][C@@H:4]2[CH3:3])[N:16]=[CH:17][N:18]=1)=[O:28])([CH3:25])([CH3:24])[CH3:23]. Given the reactants [H-].[Na+].[CH3:3][C@H:4]1[CH2:12][C:11]2[C:6](=[CH:7][C:8]([CH3:13])=[CH:9][CH:10]=2)[C@@H:5]1[NH:14][C:15]1[N:20]=[C:19]([NH2:21])[N:18]=[CH:17][N:16]=1.[C:22]([N:26]=[C:27]=[O:28])([CH3:25])([CH3:24])[CH3:23].O, predict the reaction product.